From a dataset of Reaction yield outcomes from USPTO patents with 853,638 reactions. Predict the reaction yield, written as a fraction of the theoretical maximum amount of product (1.0 means a 100% yield; for example, 0.34 means a 34% yield). (1) The catalyst is CN(C=O)C.CO.[Fe]. The product is [NH2:1][C:4]1[CH:5]=[C:6]([CH2:10][C:11]([NH:13][C:14]2[S:15][CH:16]=[C:17]([C:19]3[C:27]4[C:22](=[N:23][CH:24]=[CH:25][CH:26]=4)[NH:21][CH:20]=3)[N:18]=2)=[O:12])[CH:7]=[CH:8][CH:9]=1. The reactants are [N+:1]([C:4]1[CH:5]=[C:6]([CH2:10][C:11]([NH:13][C:14]2[S:15][CH:16]=[C:17]([C:19]3[C:27]4[C:22](=[N:23][CH:24]=[CH:25][CH:26]=4)[NH:21][CH:20]=3)[N:18]=2)=[O:12])[CH:7]=[CH:8][CH:9]=1)([O-])=O.[NH4+].[OH-]. The yield is 0.300. (2) The reactants are [Li+].CC([N-]C(C)C)C.[Cl:9][C:10]1[CH:15]=[C:14]([Cl:16])[N:13]=[CH:12][N:11]=1.[CH:17]1([CH:20]=[O:21])[CH2:19][CH2:18]1. The catalyst is C1COCC1. The product is [CH:17]1([CH:20]([C:15]2[C:10]([Cl:9])=[N:11][CH:12]=[N:13][C:14]=2[Cl:16])[OH:21])[CH2:19][CH2:18]1. The yield is 0.800.